This data is from Catalyst prediction with 721,799 reactions and 888 catalyst types from USPTO. The task is: Predict which catalyst facilitates the given reaction. Product: [NH2:10][C@H:11]1[C@@H:12]([CH2:16][N:17]2[C:21]([CH3:22])=[N:20][CH:19]=[N:18]2)[NH:13][C:14]1=[O:15]. The catalyst class is: 19. Reactant: C(OC(=O)[NH:10][C@@H:11]1[C:14](=[O:15])[NH:13][C@@H:12]1[CH2:16][N:17]1[C:21]([CH3:22])=[N:20][CH:19]=[N:18]1)C1C=CC=CC=1.